From a dataset of Forward reaction prediction with 1.9M reactions from USPTO patents (1976-2016). Predict the product of the given reaction. (1) Given the reactants [CH:1]([N:4]1[C:13]2[N:12]=[C:11]([NH:14][C:15]3[C:23]([O:24][CH3:25])=[CH:22][C:18]([C:19](O)=[O:20])=[CH:17][CH:16]=3)[N:10]=[CH:9][C:8]=2[N:7]2[CH:26]=[N:27][C:28]([C:29]#[N:30])=[C:6]2[C@H:5]1[CH2:31][CH3:32])([CH3:3])[CH3:2].Cl.[CH2:34]([N:38]1[CH2:43][CH2:42][CH:41]([N:44]2[CH2:49][CH2:48][CH:47]([NH2:50])[CH2:46][CH2:45]2)[CH2:40][CH2:39]1)[CH:35]([CH3:37])[CH3:36], predict the reaction product. The product is: [C:29]([C:28]1[N:27]=[CH:26][N:7]2[C:6]=1[C@@H:5]([CH2:31][CH3:32])[N:4]([CH:1]([CH3:3])[CH3:2])[C:13]1[N:12]=[C:11]([NH:14][C:15]3[CH:16]=[CH:17][C:18]([C:19]([NH:50][CH:47]4[CH2:46][CH2:45][N:44]([CH:41]5[CH2:42][CH2:43][N:38]([CH2:34][CH:35]([CH3:37])[CH3:36])[CH2:39][CH2:40]5)[CH2:49][CH2:48]4)=[O:20])=[CH:22][C:23]=3[O:24][CH3:25])[N:10]=[CH:9][C:8]2=1)#[N:30]. (2) Given the reactants [NH2:1][C:2]1[C:7]([O:8][CH:9]2[C:13]3([CH2:15][CH2:14]3)[CH2:12][N:11]([C:16]([O:18][C:19]([CH3:22])([CH3:21])[CH3:20])=[O:17])[CH2:10]2)=[CH:6][C:5](Br)=[CH:4][N:3]=1.[CH3:24][N:25](C=O)C, predict the reaction product. The product is: [NH2:1][C:2]1[C:7]([O:8][CH:9]2[C:13]3([CH2:15][CH2:14]3)[CH2:12][N:11]([C:16]([O:18][C:19]([CH3:22])([CH3:21])[CH3:20])=[O:17])[CH2:10]2)=[CH:6][C:5]([C:24]#[N:25])=[CH:4][N:3]=1. (3) Given the reactants Br[C:2]1[N:3]=[C:4]([Si](C)(C)C)[S:5][CH:6]=1.C([Mg]Cl)(C)C.O1CCCC1.[F:21][C:22]1[CH:27]=[CH:26][C:25]([N:28]2[C:32]3[CH:33]=[C:34]4[C@:39]([C:41](OC)=[O:42])([CH2:40][C:31]=3[CH:30]=[N:29]2)[CH2:38][N:37]([C:45]([O:47][C:48]([CH3:51])([CH3:50])[CH3:49])=[O:46])[CH2:36][CH2:35]4)=[CH:24][CH:23]=1, predict the reaction product. The product is: [F:21][C:22]1[CH:27]=[CH:26][C:25]([N:28]2[C:32]3[CH:33]=[C:34]4[C@:39]([C:41]([C:2]5[N:3]=[CH:4][S:5][CH:6]=5)=[O:42])([CH2:40][C:31]=3[CH:30]=[N:29]2)[CH2:38][N:37]([C:45]([O:47][C:48]([CH3:51])([CH3:50])[CH3:49])=[O:46])[CH2:36][CH2:35]4)=[CH:24][CH:23]=1. (4) Given the reactants [N:1]1[CH:6]=[CH:5][C:4]([CH:7]2[CH2:9][CH:8]2[C:10]([OH:12])=O)=[CH:3][CH:2]=1.[CH3:13][NH:14][C@H:15]1[CH2:34][N:19]2[C:20]3[C:25]([C:26]([CH2:27][C:28]([O:30]CCC)=[O:29])=[C:18]2[CH2:17][CH2:16]1)=[CH:24][CH:23]=[CH:22][CH:21]=3, predict the reaction product. The product is: [CH3:13][N:14]([C:10]([CH:8]1[CH2:9][CH:7]1[C:4]1[CH:3]=[CH:2][N:1]=[CH:6][CH:5]=1)=[O:12])[C@H:15]1[CH2:34][N:19]2[C:20]3[C:25]([C:26]([CH2:27][C:28]([OH:30])=[O:29])=[C:18]2[CH2:17][CH2:16]1)=[CH:24][CH:23]=[CH:22][CH:21]=3. (5) Given the reactants [I:1][C:2]1[CH:3]=[C:4]([CH:8]=[CH:9][C:10]=1[CH3:11])[C:5]([OH:7])=[O:6].[C:12](OCC)(=O)[CH3:13].CCCCCC, predict the reaction product. The product is: [I:1][C:2]1[CH:3]=[C:4]([CH:8]=[CH:9][C:10]=1[CH3:11])[C:5]([O:7][CH2:12][CH3:13])=[O:6]. (6) Given the reactants [Cl:1][C:2]1[CH:7]=[CH:6][C:5]([C:8]2[CH:13]=[CH:12][N:11]=[CH:10][CH:9]=2)=[CH:4][CH:3]=1.FC1C=CC(C2C=CN=C([Cl:27])C=2)=CC=1, predict the reaction product. The product is: [Cl:1][C:2]1[CH:3]=[CH:4][C:5]([C:8]2[CH:9]=[CH:10][N:11]=[C:12]([Cl:27])[CH:13]=2)=[CH:6][CH:7]=1. (7) Given the reactants [C:1]([O:5][C:6](=[O:13])[NH:7][C@H:8]1[CH2:12][CH2:11][NH:10][CH2:9]1)([CH3:4])([CH3:3])[CH3:2].Br[C:15]1[CH:20]=[CH:19][CH:18]=[CH:17][N:16]=1, predict the reaction product. The product is: [C:1]([O:5][C:6](=[O:13])[NH:7][C@H:8]1[CH2:12][CH2:11][N:10]([C:15]2[CH:20]=[CH:19][CH:18]=[CH:17][N:16]=2)[CH2:9]1)([CH3:4])([CH3:2])[CH3:3].